This data is from Forward reaction prediction with 1.9M reactions from USPTO patents (1976-2016). The task is: Predict the product of the given reaction. Given the reactants Cl.[NH2:2][C:3]1[C:4]([NH:10][C:11](=O)[CH2:12][C:13]2[CH:18]=[CH:17][CH:16]=[C:15]([O:19][CH3:20])[CH:14]=2)=[N:5][CH:6]=[N:7][C:8]=1[NH2:9].CO[Na].Cl, predict the reaction product. The product is: [CH3:20][O:19][C:15]1[CH:14]=[C:13]([CH:18]=[CH:17][CH:16]=1)[CH2:12][C:11]1[NH:10][C:4]2[C:3]([N:2]=1)=[C:8]([NH2:9])[N:7]=[CH:6][N:5]=2.